This data is from Forward reaction prediction with 1.9M reactions from USPTO patents (1976-2016). The task is: Predict the product of the given reaction. (1) The product is: [Br:2][C:3]1[CH:8]=[CH:7][C:6]([CH:9]2[CH2:10][CH2:11][N:12]([CH3:15])[CH2:13][CH2:14]2)=[CH:5][CH:4]=1. Given the reactants Cl.[Br:2][C:3]1[CH:8]=[CH:7][C:6]([CH:9]2[CH2:14][CH2:13][NH:12][CH2:11][CH2:10]2)=[CH:5][CH:4]=1.[C:15]([O-])(=O)C.[Na+].C=O.C(O[BH-](OC(=O)C)OC(=O)C)(=O)C.[Na+], predict the reaction product. (2) Given the reactants [C:1]([O:5][C:6]([NH:8][CH:9]([CH2:26][C:27]1[S:28][CH:29]=[CH:30][C:31]=1[F:32])[C:10]([NH:12][C@:13]1([C:22]([O:24]C)=[O:23])[CH2:15][C@@H:14]1[C:16]1[CH:21]=[CH:20][CH:19]=[CH:18][CH:17]=1)=[O:11])=[O:7])([CH3:4])([CH3:3])[CH3:2].[Li+].[OH-].Cl, predict the reaction product. The product is: [C:1]([O:5][C:6]([NH:8][CH:9]([CH2:26][C:27]1[S:28][CH:29]=[CH:30][C:31]=1[F:32])[C:10]([NH:12][C@:13]1([C:22]([OH:24])=[O:23])[CH2:15][C@@H:14]1[C:16]1[CH:17]=[CH:18][CH:19]=[CH:20][CH:21]=1)=[O:11])=[O:7])([CH3:4])([CH3:2])[CH3:3]. (3) Given the reactants [Cl:1][C:2]1[CH:3]=[CH:4][C:5]([O:18][CH2:19][CH:20]([CH3:22])[CH3:21])=[C:6]([CH2:8][N:9]2[C:13]([CH3:14])=[CH:12][C:11]([C:15]([OH:17])=O)=[N:10]2)[CH:7]=1.C(N(CC)CC)C.[CH2:30]([O:32][CH:33]([O:36][CH2:37][CH3:38])[CH2:34][NH2:35])[CH3:31], predict the reaction product. The product is: [CH2:30]([O:32][CH:33]([O:36][CH2:37][CH3:38])[CH2:34][NH:35][C:15]([C:11]1[CH:12]=[C:13]([CH3:14])[N:9]([CH2:8][C:6]2[CH:7]=[C:2]([Cl:1])[CH:3]=[CH:4][C:5]=2[O:18][CH2:19][CH:20]([CH3:22])[CH3:21])[N:10]=1)=[O:17])[CH3:31]. (4) The product is: [CH3:1][CH2:2][C@@H:3]([C:5]([O:7][C@@H:8]1[C@@H:13]2[C@@H:14]([CH2:19][CH2:20][C@@H:21]([OH:29])[CH2:22][C@@H:23]([OH:28])[CH2:24][C:25]([OH:27])=[O:26])[C@@H:15]([CH3:18])[CH:16]=[CH:17][C:12]2=[CH:11][C@@H:10]([OH:30])[CH2:9]1)=[O:6])[CH3:4].[Zn:33]. Given the reactants [CH3:1][CH2:2][C@@H:3]([C:5]([O:7][C@@H:8]1[C@@H:13]2[C@@H:14]([CH2:19][CH2:20][C@@H:21]([OH:29])[CH2:22][C@@H:23]([OH:28])[CH2:24][C:25]([O-:27])=[O:26])[C@@H:15]([CH3:18])[CH:16]=[CH:17][C:12]2=[CH:11][C@@H:10]([OH:30])[CH2:9]1)=[O:6])[CH3:4].[Na+].[Cl-].[Zn+2:33].[Cl-], predict the reaction product. (5) Given the reactants Cl[Si:2]([CH3:5])([CH3:4])[CH3:3].[OH:6][CH2:7][C@@H:8]1[CH2:13][N:12]2[N:14]=[C:15]([CH2:17][O:18][C:19]3[CH:24]=[CH:23][CH:22]=[CH:21][CH:20]=3)[CH:16]=[C:11]2[C:10](=[O:25])[NH:9]1.Cl, predict the reaction product. The product is: [O:18]([CH2:17][C:15]1[CH:16]=[C:11]2[C:10](=[O:25])[NH:9][C@H:8]([CH2:7][O:6][Si:2]([CH3:5])([CH3:4])[CH3:3])[CH2:13][N:12]2[N:14]=1)[C:19]1[CH:20]=[CH:21][CH:22]=[CH:23][CH:24]=1. (6) Given the reactants [Cl:1][CH2:2][C:3]1[CH:8]=[C:7]([O:9][CH3:10])[C:6]([N+:11]([O-:13])=[O:12])=[CH:5][C:4]=1F.[F:15]C1C=C(CO)C=C(OC)C=1[N+]([O-])=O, predict the reaction product. The product is: [Cl:1][CH2:2][C:3]1[CH:8]=[C:7]([O:9][CH3:10])[C:6]([N+:11]([O-:13])=[O:12])=[C:5]([F:15])[CH:4]=1. (7) The product is: [Cl:1][C:2]1[CH:7]=[CH:6][CH:5]=[CH:4][C:3]=1[CH2:8][CH2:9][N:10]([CH2:18][CH2:19][CH2:20][S:21][CH2:22][CH2:23][NH:26][CH2:27][C@H:28]([OH:29])[C:30]1[C:38]2[S:37][C:36](=[O:39])[NH:35][C:34]=2[C:33]([OH:40])=[CH:32][CH:31]=1)[C:11](=[O:17])[O:12][C:13]([CH3:14])([CH3:15])[CH3:16]. Given the reactants [Cl:1][C:2]1[CH:7]=[CH:6][CH:5]=[CH:4][C:3]=1[CH2:8][CH2:9][N:10]([CH2:18][CH2:19][CH2:20][S:21][CH2:22][CH:23]=O)[C:11](=[O:17])[O:12][C:13]([CH3:16])([CH3:15])[CH3:14].Cl.[NH2:26][CH2:27][C@@H:28]([C:30]1[C:38]2[S:37][C:36](=[O:39])[NH:35][C:34]=2[C:33]([OH:40])=[CH:32][CH:31]=1)[OH:29].C([BH3-])#N.[Na+], predict the reaction product. (8) Given the reactants [C:1]([C:3]1([NH:6][C:7]([C@H:9]2[CH2:13][C@H:12]([S:14]([C:17]3[CH:22]=[CH:21][C:20](Br)=[CH:19][C:18]=3[C:24]([F:27])([F:26])[F:25])(=[O:16])=[O:15])[CH2:11][C@@H:10]2[O:28][CH3:29])=[O:8])[CH2:5][CH2:4]1)#[N:2].[CH3:30][C:31]1[N:32]=[C:33]([Sn](CCCC)(CCCC)CCCC)[S:34][CH:35]=1.[Li+].[Cl-], predict the reaction product. The product is: [C:1]([C:3]1([NH:6][C:7]([C@H:9]2[CH2:13][C@H:12]([S:14]([C:17]3[CH:22]=[CH:21][C:20]([C:33]4[S:34][CH:35]=[C:31]([CH3:30])[N:32]=4)=[CH:19][C:18]=3[C:24]([F:27])([F:26])[F:25])(=[O:16])=[O:15])[CH2:11][C@@H:10]2[O:28][CH3:29])=[O:8])[CH2:5][CH2:4]1)#[N:2]. (9) Given the reactants [NH2:1][C:2]1[S:3][C:4]2[C:10]([C:11]3[CH:16]=[CH:15][CH:14]=[CH:13][CH:12]=3)=[CH:9][CH:8]=[C:7]([O:17][CH3:18])[C:5]=2[N:6]=1.O.[NH2:20]N.Cl.Cl.NN, predict the reaction product. The product is: [NH:1]([C:2]1[S:3][C:4]2[C:10]([C:11]3[CH:16]=[CH:15][CH:14]=[CH:13][CH:12]=3)=[CH:9][CH:8]=[C:7]([O:17][CH3:18])[C:5]=2[N:6]=1)[NH2:20]. (10) Given the reactants [Br:1][C:2]1[CH:3]=[C:4]2[C:8](=[CH:9][C:10]=1[O:11][CH2:12][C:13]([CH3:15])=[CH2:14])[NH:7][C:6]([C:16]([O:18][CH2:19][CH3:20])=[O:17])=[CH:5]2.[H-].[Na+].[CH3:23]I.[NH4+].[Cl-], predict the reaction product. The product is: [Br:1][C:2]1[CH:3]=[C:4]2[C:8](=[CH:9][C:10]=1[O:11][CH2:12][C:13]([CH3:15])=[CH2:14])[N:7]([CH3:23])[C:6]([C:16]([O:18][CH2:19][CH3:20])=[O:17])=[CH:5]2.